From a dataset of Full USPTO retrosynthesis dataset with 1.9M reactions from patents (1976-2016). Predict the reactants needed to synthesize the given product. (1) Given the product [CH2:1]1[C:11]2=[C:12]3[C:7](=[CH:8][CH:9]=[CH:10]2)[C:6]([N:13]2[CH2:18][CH2:17][N:16]([CH2:25][CH2:26][C@H:27]4[C:32]5[CH:33]=[CH:34][C:35]([C:37]([NH2:39])=[O:38])=[CH:36][C:31]=5[CH2:30][CH2:29][O:28]4)[C@H:15]([CH3:19])[CH2:14]2)=[CH:5][CH:4]=[C:3]3[CH2:2]1, predict the reactants needed to synthesize it. The reactants are: [CH2:1]1[C:11]2=[C:12]3[C:7](=[CH:8][CH:9]=[CH:10]2)[C:6]([N:13]2[CH2:18][CH2:17][NH:16][C@H:15]([CH3:19])[CH2:14]2)=[CH:5][CH:4]=[C:3]3[CH2:2]1.CS(O[CH2:25][CH2:26][C@H:27]1[C:32]2[CH:33]=[CH:34][C:35]([C:37]([NH2:39])=[O:38])=[CH:36][C:31]=2[CH2:30][CH2:29][O:28]1)(=O)=O.C(=O)([O-])[O-].[K+].[K+].[I-].[K+]. (2) The reactants are: [CH3:1][O:2][C:3]1[C:4]([NH:14][C:15](=[O:19])OCC)=[N:5][C:6]2[C:11]([N:12]=1)=[CH:10][C:9]([CH3:13])=[CH:8][CH:7]=2.[CH3:20][O:21][C:22]1[CH:27]=[CH:26][CH:25]=[CH:24][C:23]=1[N:28]1[CH2:33][CH2:32][NH:31][CH2:30][CH2:29]1. Given the product [CH3:1][O:2][C:3]1[C:4]([NH:14][C:15]([N:31]2[CH2:30][CH2:29][N:28]([C:23]3[CH:24]=[CH:25][CH:26]=[CH:27][C:22]=3[O:21][CH3:20])[CH2:33][CH2:32]2)=[O:19])=[N:5][C:6]2[C:11]([N:12]=1)=[CH:10][C:9]([CH3:13])=[CH:8][CH:7]=2, predict the reactants needed to synthesize it. (3) The reactants are: [I:1][C:2]1[CH:3]=[C:4]2[C:8](=[CH:9][CH:10]=1)[NH:7][C:6](=[O:11])[C:5]2=O.[CH3:13][N:14]([CH3:25])[C:15]1[CH:24]=[CH:23][C:18]([C:19]([NH:21][NH2:22])=[O:20])=[CH:17][CH:16]=1. Given the product [CH3:13][N:14]([CH3:25])[C:15]1[CH:16]=[CH:17][C:18]([C:19]([NH:21][N:22]=[C:5]2[C:4]3[C:8](=[CH:9][CH:10]=[C:2]([I:1])[CH:3]=3)[NH:7][C:6]2=[O:11])=[O:20])=[CH:23][CH:24]=1, predict the reactants needed to synthesize it. (4) Given the product [Cl:16][C:17]1[CH:22]=[CH:21][C:20]([C:7]2[C:8]3[C:9](=[N:10][CH:11]=[N:12][C:13]=3[NH2:14])[N:5]([CH2:4][CH:1]3[CH2:3][CH2:2]3)[N:6]=2)=[CH:19][CH:18]=1, predict the reactants needed to synthesize it. The reactants are: [CH:1]1([CH2:4][N:5]2[C:9]3=[N:10][CH:11]=[N:12][C:13]([NH2:14])=[C:8]3[C:7](I)=[N:6]2)[CH2:3][CH2:2]1.[Cl:16][C:17]1[CH:22]=[CH:21][C:20](B(O)O)=[CH:19][CH:18]=1.C(=O)([O-])[O-].[Na+].[Na+].O.